From a dataset of Reaction yield outcomes from USPTO patents with 853,638 reactions. Predict the reaction yield, written as a fraction of the theoretical maximum amount of product (1.0 means a 100% yield; for example, 0.34 means a 34% yield). (1) The reactants are [CH3:1][N:2]([CH3:19])[CH2:3][CH2:4][N:5]1[CH2:11][CH2:10][CH2:9][C:8]2[NH:12][C:13](C=O)=[C:14]([CH3:15])[C:7]=2[C:6]1=[O:18].[Cl:20][C:21]1[CH:22]=[C:23]2[C:27](=[CH:28][CH:29]=1)[NH:26][C:25](=[O:30])[CH2:24]2.N1CCCC[CH2:32]1. The catalyst is CO. The product is [Cl:20][C:21]1[CH:22]=[C:23]2[C:27](=[CH:28][CH:29]=1)[NH:26][C:25](=[O:30])[C:24]2=[CH:32][N:12]1[C:8]2[CH2:9][CH2:10][CH2:11][N:5]([CH2:4][CH2:3][N:2]([CH3:1])[CH3:19])[C:6](=[O:18])[C:7]=2[C:14]([CH3:15])=[CH:13]1. The yield is 0.750. (2) The reactants are [H-].[Na+].[I-].[CH3:4][S+](C)(C)=O.[Cl:9][C:10]1[S:11][C:12]([Cl:21])=[C:13]([Cl:20])[C:14]=1/[CH:15]=[CH:16]/[C:17](=[O:19])[CH3:18]. The catalyst is CS(C)=O.[Cl-].[Na+].O. The product is [Cl:9][C:10]1[S:11][C:12]([Cl:21])=[C:13]([Cl:20])[C:14]=1[C@@H:15]1[CH2:4][C@H:16]1[C:17](=[O:19])[CH3:18]. The yield is 0.370. (3) The reactants are Cl[C:2]1[CH:11]=[C:10]([CH2:12][O:13][CH3:14])[C:9]2[C:4](=[CH:5][C:6]([Cl:15])=[CH:7][CH:8]=2)[N:3]=1.[CH2:16]([O:18][C:19]1[CH:20]=[C:21]([CH:30]=[CH:31][C:32]=1[O:33][CH3:34])[CH2:22][N:23]1[CH2:28][CH2:27][CH:26]([NH2:29])[CH2:25][CH2:24]1)[CH3:17]. The catalyst is CN1C(=O)CCC1. The product is [Cl:15][C:6]1[CH:5]=[C:4]2[C:9]([C:10]([CH2:12][O:13][CH3:14])=[CH:11][C:2]([NH:29][CH:26]3[CH2:27][CH2:28][N:23]([CH2:22][C:21]4[CH:30]=[CH:31][C:32]([O:33][CH3:34])=[C:19]([O:18][CH2:16][CH3:17])[CH:20]=4)[CH2:24][CH2:25]3)=[N:3]2)=[CH:8][CH:7]=1. The yield is 0.140. (4) The reactants are [Cl:1][C:2]1[CH:10]=[CH:9][C:5]([C:6](O)=[O:7])=[CH:4][N:3]=1.S(Cl)([Cl:13])=O. No catalyst specified. The product is [Cl:1][C:2]1[CH:10]=[CH:9][C:5]([C:6]([Cl:13])=[O:7])=[CH:4][N:3]=1. The yield is 0.890. (5) The reactants are [OH:1][CH:2]([C:5]1[N:10]=[CH:9][C:8]([C:11]2[CH:18]=[CH:17][CH:16]=[CH:15][C:12]=2[C:13]#[N:14])=[CH:7][CH:6]=1)[CH2:3][CH3:4].C(N(CC)CC)C.[CH3:26][S:27](Cl)(=[O:29])=[O:28]. The catalyst is C1COCC1. The product is [CH3:26][S:27]([O:1][CH:2]([C:5]1[CH:6]=[CH:7][C:8]([C:11]2[CH:18]=[CH:17][CH:16]=[CH:15][C:12]=2[C:13]#[N:14])=[CH:9][N:10]=1)[CH2:3][CH3:4])(=[O:29])=[O:28]. The yield is 0.710. (6) The reactants are [Br:1][C:2]1[C:3]([CH3:8])=[N:4][NH:5][C:6]=1[CH3:7].C([O-])([O-])=O.[Cs+].[Cs+].Cl[CH2:16][O:17][CH2:18][CH2:19][Si:20]([CH3:23])([CH3:22])[CH3:21]. The catalyst is CC(N(C)C)=O.CCOC(C)=O. The product is [Br:1][C:2]1[C:3]([CH3:8])=[N:4][N:5]([CH2:16][O:17][CH2:18][CH2:19][Si:20]([CH3:23])([CH3:22])[CH3:21])[C:6]=1[CH3:7]. The yield is 1.00.